This data is from Forward reaction prediction with 1.9M reactions from USPTO patents (1976-2016). The task is: Predict the product of the given reaction. (1) Given the reactants [C:1]([CH:6]1[CH:10]2[O:11][C:12](=[O:22])[CH:13]3[CH:14]([C:15]([O:17]C(C)(C)C)=[O:16])[CH:7]1[CH2:8][CH:9]23)(=[O:5])[C:2]([CH3:4])=[CH2:3].C1(C)C=CC=CC=1.C(OC(C)(C)C)=O, predict the reaction product. The product is: [C:1]([CH:6]1[CH:10]2[O:11][C:12](=[O:22])[CH:13]3[CH:14]([C:15]([OH:17])=[O:16])[CH:7]1[CH2:8][CH:9]23)(=[O:5])[C:2]([CH3:4])=[CH2:3]. (2) Given the reactants [OH:1][C:2]1[CH:7]=[CH:6][C:5]([C:8]2[CH:13]=[CH:12][CH:11]=[C:10]([C:14](=[O:16])[CH3:15])[CH:9]=2)=[CH:4][CH:3]=1.[I-:17].[K+].II, predict the reaction product. The product is: [OH:1][C:2]1[CH:3]=[CH:4][C:5]([C:8]2[CH:13]=[CH:12][CH:11]=[C:10]([C:14](=[O:16])[CH3:15])[CH:9]=2)=[CH:6][C:7]=1[I:17]. (3) Given the reactants [NH2:1][C:2]1[CH:9]=[CH:8][C:5]([C:6]#[N:7])=[CH:4][C:3]=1[Cl:10].[CH2:11](Br)[C:12]1[CH:17]=[CH:16][CH:15]=[CH:14][CH:13]=1.[H-].[Na+], predict the reaction product. The product is: [Cl:10][C:3]1[CH:4]=[C:5]([CH:8]=[CH:9][C:2]=1[N:1]([CH2:6][C:5]1[CH:8]=[CH:9][CH:2]=[CH:3][CH:4]=1)[CH2:11][C:12]1[CH:17]=[CH:16][CH:15]=[CH:14][CH:13]=1)[C:6]#[N:7]. (4) Given the reactants F[C:2]1[CH:7]=[CH:6][C:5]([F:8])=[CH:4][N:3]=1.C1CCN2C(=NCCC2)CC1.Cl.[CH3:21][S:22]([C:25]1[C:26]([CH3:41])=[N:27][C:28]([O:31][CH2:32][CH2:33][CH2:34][CH:35]2[CH2:40][CH2:39][NH:38][CH2:37][CH2:36]2)=[CH:29][CH:30]=1)(=[O:24])=[O:23].O, predict the reaction product. The product is: [F:8][C:5]1[CH:6]=[CH:7][C:2]([N:38]2[CH2:39][CH2:40][CH:35]([CH2:34][CH2:33][CH2:32][O:31][C:28]3[CH:29]=[CH:30][C:25]([S:22]([CH3:21])(=[O:24])=[O:23])=[C:26]([CH3:41])[N:27]=3)[CH2:36][CH2:37]2)=[N:3][CH:4]=1. (5) Given the reactants [OH:1][C:2]1[CH:3]=[C:4]([CH:8]=[CH:9][N:10]=1)[C:5]([OH:7])=[O:6].[OH-].[K+].[CH2:13](Br)[C:14]1[CH:19]=[CH:18][CH:17]=[CH:16][CH:15]=1, predict the reaction product. The product is: [CH2:13]([N:10]1[CH:9]=[CH:8][C:4]([C:5]([OH:7])=[O:6])=[CH:3][C:2]1=[O:1])[C:14]1[CH:19]=[CH:18][CH:17]=[CH:16][CH:15]=1. (6) Given the reactants [CH:1]([NH2:4])([CH3:3])[CH3:2].[C:5]1([S:11](Cl)(=[O:13])=[O:12])[CH:10]=[CH:9][CH:8]=[CH:7][CH:6]=1, predict the reaction product. The product is: [CH:1]([NH:4][S:11]([C:5]1[CH:10]=[CH:9][CH:8]=[CH:7][CH:6]=1)(=[O:13])=[O:12])([CH3:3])[CH3:2]. (7) Given the reactants Cl.[F:2][C:3]1([F:8])[CH2:7][CH2:6][NH:5][CH2:4]1.C=O.C([N:13]([CH2:16][CH3:17])[CH2:14][CH3:15])C.[Cl:18][C:19]1[CH:24]=CC([N+]#[C-])=[CH:21][CH:20]=1.C[Si]([N:31]=[N+:32]=[N-:33])(C)C, predict the reaction product. The product is: [Cl:18][C:19]1[CH:24]=[CH:17][C:16]([N:13]2[C:14]([CH2:15][N:5]3[CH2:6][CH2:7][C:3]([F:8])([F:2])[CH2:4]3)=[N:33][N:32]=[N:31]2)=[CH:21][CH:20]=1. (8) Given the reactants [OH:1][C:2]1([CH3:15])[CH2:7][CH2:6][N:5](C(OC(C)(C)C)=O)[CH2:4][CH2:3]1.[ClH:16].C(OCC)C, predict the reaction product. The product is: [ClH:16].[CH3:15][C:2]1([OH:1])[CH2:7][CH2:6][NH:5][CH2:4][CH2:3]1.